From a dataset of TCR-epitope binding with 47,182 pairs between 192 epitopes and 23,139 TCRs. Binary Classification. Given a T-cell receptor sequence (or CDR3 region) and an epitope sequence, predict whether binding occurs between them. (1) The epitope is SLYNTVATL. The TCR CDR3 sequence is CASSHLDRGGYNEQFF. Result: 0 (the TCR does not bind to the epitope). (2) The epitope is GTSGSPIVNR. The TCR CDR3 sequence is CASSLGAGVQETQYF. Result: 1 (the TCR binds to the epitope). (3) The epitope is ALSKGVHFV. The TCR CDR3 sequence is CASSQEGTLAGGNNEQFF. Result: 1 (the TCR binds to the epitope). (4) The epitope is KLNVGDYFV. The TCR CDR3 sequence is CSVGSGYEQYF. Result: 1 (the TCR binds to the epitope). (5) The epitope is KLWAQCVQL. The TCR CDR3 sequence is CASSQATGGGQPQHF. Result: 0 (the TCR does not bind to the epitope).